Dataset: Forward reaction prediction with 1.9M reactions from USPTO patents (1976-2016). Task: Predict the product of the given reaction. (1) Given the reactants [NH2:1][C@H:2]1[CH2:11][CH2:10][C:9]2[C:8]([S:12]([NH:15][C:16]3[CH:21]=[CH:20][C:19]([F:22])=[C:18]([F:23])[CH:17]=3)(=[O:14])=[O:13])=[CH:7][CH:6]=[C:5]([O:24][CH3:25])[C:4]=2[CH2:3]1.Br[CH2:27][CH2:28][CH2:29][CH2:30]Br.CCN(C(C)C)C(C)C, predict the reaction product. The product is: [F:23][C:18]1[CH:17]=[C:16]([NH:15][S:12]([C:8]2[C:9]3[CH2:10][CH2:11][C@H:2]([N:1]4[CH2:30][CH2:29][CH2:28][CH2:27]4)[CH2:3][C:4]=3[C:5]([O:24][CH3:25])=[CH:6][CH:7]=2)(=[O:13])=[O:14])[CH:21]=[CH:20][C:19]=1[F:22]. (2) Given the reactants [C:1]([CH:3]([C:10]1[CH:15]=[CH:14][CH:13]=[CH:12][CH:11]=1)[CH2:4][C:5]([O:7][CH2:8][CH3:9])=[O:6])#[N:2].[ClH:16], predict the reaction product. The product is: [ClH:16].[NH2:2][CH2:1][CH:3]([C:10]1[CH:11]=[CH:12][CH:13]=[CH:14][CH:15]=1)[CH2:4][C:5]([O:7][CH2:8][CH3:9])=[O:6]. (3) Given the reactants [Br:1][C:2]1[CH:11]=[C:10]2[C:5]([C:6](=[O:17])[CH2:7][CH:8]([C:12]3[O:13][CH:14]=[CH:15][CH:16]=3)[O:9]2)=[CH:4][CH:3]=1, predict the reaction product. The product is: [Br:1][C:2]1[CH:11]=[C:10]2[C:5]([CH:6]([OH:17])[CH2:7][CH:8]([C:12]3[O:13][CH:14]=[CH:15][CH:16]=3)[O:9]2)=[CH:4][CH:3]=1. (4) Given the reactants [C:1]1([CH3:17])[CH:6]=[CH:5][CH:4]=[CH:3][C:2]=1[C:7]1([CH2:13][C:14]([OH:16])=[O:15])[CH2:12][CH2:11][NH:10][CH2:9][CH2:8]1.Cl[C:19]([O:21][CH:22]1[CH:29]2[CH2:30][CH:25]3[CH2:26][CH:27]([CH2:31][CH:23]1[CH2:24]3)[CH2:28]2)=[O:20].CCN(C(C)C)C(C)C, predict the reaction product. The product is: [CH:29]12[CH2:30][CH:25]3[CH2:26][CH:27]([CH2:31][CH:23]([CH2:24]3)[CH:22]1[O:21][C:19]([N:10]1[CH2:9][CH2:8][C:7]([CH2:13][C:14]([OH:16])=[O:15])([C:2]3[CH:3]=[CH:4][CH:5]=[CH:6][C:1]=3[CH3:17])[CH2:12][CH2:11]1)=[O:20])[CH2:28]2. (5) Given the reactants [NH2:1][C:2]1[CH:7]=[C:6]([CH2:8][NH:9][C:10]2[CH:29]=[CH:28][CH:27]=[CH:26][C:11]=2[C:12]([NH:14][C:15]2[CH:25]=[CH:24][C:18]3[O:19][C:20]([F:23])([F:22])[O:21][C:17]=3[CH:16]=2)=[O:13])[CH:5]=[CH:4][N:3]=1.[CH3:30][N:31]([CH3:35])[C:32](Cl)=[O:33], predict the reaction product. The product is: [F:22][C:20]1([F:23])[O:19][C:18]2[CH:24]=[CH:25][C:15]([NH:14][C:12](=[O:13])[C:11]3[CH:26]=[CH:27][CH:28]=[CH:29][C:10]=3[NH:9][CH2:8][C:6]3[CH:5]=[CH:4][N:3]=[C:2]([NH:1][C:32]([N:31]([CH3:35])[CH3:30])=[O:33])[CH:7]=3)=[CH:16][C:17]=2[O:21]1.